This data is from Reaction yield outcomes from USPTO patents with 853,638 reactions. The task is: Predict the reaction yield, written as a fraction of the theoretical maximum amount of product (1.0 means a 100% yield; for example, 0.34 means a 34% yield). (1) The product is [C:24]([CH2:23][N:12]1[CH2:13][C@@H:9]([C:4]2[CH:5]=[CH:6][C:7]([F:8])=[C:2]([F:1])[CH:3]=2)[C@H:10]([NH:14][C:15](=[O:21])[O:16][C:17]([CH3:18])([CH3:20])[CH3:19])[CH2:11]1)#[N:25]. The catalyst is C1COCC1. The yield is 0.870. The reactants are [F:1][C:2]1[CH:3]=[C:4]([C@@H:9]2[CH2:13][NH:12][CH2:11][C@H:10]2[NH:14][C:15](=[O:21])[O:16][C:17]([CH3:20])([CH3:19])[CH3:18])[CH:5]=[CH:6][C:7]=1[F:8].Br[CH2:23][C:24]#[N:25]. (2) The reactants are [NH2:1][CH2:2][CH:3]([C:6]1[CH:11]=[CH:10][C:9]([NH:12][C:13]([C:15]2[N:16]([CH2:22][O:23][CH2:24][CH2:25][Si:26]([CH3:29])([CH3:28])[CH3:27])[CH:17]=[C:18]([C:20]#[N:21])[N:19]=2)=[O:14])=[C:8]([C:30]2[CH2:35][CH2:34][CH2:33][CH2:32][CH:31]=2)[CH:7]=1)[CH2:4][NH2:5].CS[C:38](SC)=[N:39][S:40]([CH3:43])(=[O:42])=[O:41]. The catalyst is ClCCCl. The product is [C:30]1([C:8]2[CH:7]=[C:6]([CH:3]3[CH2:2][NH:1][C:38](=[N:39][S:40]([CH3:43])(=[O:42])=[O:41])[NH:5][CH2:4]3)[CH:11]=[CH:10][C:9]=2[NH:12][C:13]([C:15]2[N:16]([CH2:22][O:23][CH2:24][CH2:25][Si:26]([CH3:29])([CH3:27])[CH3:28])[CH:17]=[C:18]([C:20]#[N:21])[N:19]=2)=[O:14])[CH2:35][CH2:34][CH2:33][CH2:32][CH:31]=1. The yield is 0.390. (3) The reactants are Cl[CH2:2][CH2:3][CH2:4][N:5]1[C:10]2[CH:11]=[CH:12][CH:13]=[CH:14][C:9]=2[S:8][CH2:7][C:6]1=[O:15].C([O-])([O-])=O.[K+].[K+].[Na+].[I-].[CH2:24]([O:27][CH:28]1[CH2:33][CH2:32][NH:31][CH2:30][CH2:29]1)[CH2:25][CH3:26]. The catalyst is CCCCCCC.CCOC(C)=O. The product is [CH2:24]([O:27][CH:28]1[CH2:33][CH2:32][N:31]([CH2:2][CH2:3][CH2:4][N:5]2[C:10]3[CH:11]=[CH:12][CH:13]=[CH:14][C:9]=3[S:8][CH2:7][C:6]2=[O:15])[CH2:30][CH2:29]1)[CH2:25][CH3:26]. The yield is 0.790. (4) The reactants are [CH:1]1[C:14]2[CH2:13][C:12]3[C:7](=[CH:8][CH:9]=[CH:10][CH:11]=3)[O:6][C:5]=2[CH:4]=[CH:3][CH:2]=1.O[C:16]1[CH:21]=[CH:20][C:19]([C:22]2[CH:27]=[CH:26][C:25](O)=[CH:24][CH:23]=2)=[CH:18][CH:17]=1.CO.C([O-])(=O)C.C([P+](C1C=CC=CC=1)(C1C=CC=CC=1)C1C=CC=CC=1)C. The catalyst is CN(C)C(=O)C. The product is [CH:1]1[C:14]2[CH2:13][C:12]3[C:7](=[CH:8][CH:9]=[CH:10][CH:11]=3)[O:6][C:5]=2[CH:4]=[CH:3][CH:2]=1.[CH:17]1[C:18]2[C:27]3[C:22](=[CH:23][CH:24]=[CH:25][CH:26]=3)[C:19]=2[CH:20]=[CH:21][CH:16]=1. The yield is 0.950. (5) The reactants are [CH2:1]([N:8]1[CH:12]=[C:11]([C:13]2[CH:18]=[CH:17][C:16]([N+:19]([O-:21])=[O:20])=[CH:15][C:14]=2[OH:22])[CH:10]=[N:9]1)[C:2]1[CH:7]=[CH:6][CH:5]=[CH:4][CH:3]=1.C(=O)([O-])[O-].[K+].[K+].Cl[C:30]([F:36])([F:35])C(OC)=O.C([O-])(O)=O.[Na+]. The catalyst is CN(C=O)C. The product is [CH2:1]([N:8]1[CH:12]=[C:11]([C:13]2[CH:18]=[CH:17][C:16]([N+:19]([O-:21])=[O:20])=[CH:15][C:14]=2[O:22][CH:30]([F:36])[F:35])[CH:10]=[N:9]1)[C:2]1[CH:7]=[CH:6][CH:5]=[CH:4][CH:3]=1. The yield is 0.450. (6) The reactants are [F:1][C:2]1[C:10]([O:11][C:12]2[C:17]3=[C:18]([CH3:27])[C:19]([O:21][CH2:22][CH2:23][CH2:24][S:25][CH3:26])=[CH:20][N:16]3[N:15]=[CH:14][N:13]=2)=[CH:9][CH:8]=[C:7]2[C:3]=1[CH:4]=[C:5]([CH3:28])[NH:6]2.C1C=C(Cl)C=C(C(OO)=[O:37])C=1.C1(P(C2C=CC=CC=2)C2C=CC=CC=2)C=CC=CC=1. The catalyst is ClCCl. The product is [F:1][C:2]1[C:10]([O:11][C:12]2[C:17]3=[C:18]([CH3:27])[C:19]([O:21][CH2:22][CH2:23][CH2:24][S:25]([CH3:26])=[O:37])=[CH:20][N:16]3[N:15]=[CH:14][N:13]=2)=[CH:9][CH:8]=[C:7]2[C:3]=1[CH:4]=[C:5]([CH3:28])[NH:6]2. The yield is 0.420. (7) The reactants are [O:1]=[C:2]1[C:11]2[CH:12]=[CH:13][C:14]([NH:16][C:17]3[CH:24]=[CH:23][C:20]([C:21]#[N:22])=[CH:19][CH:18]=3)=[CH:15][C:10]=2[C:9]2[C:4](=[N:5][CH:6]=[CH:7][CH:8]=2)[NH:3]1.[OH-:25].[Na+]. The catalyst is O1CCOCC1. The product is [O:1]=[C:2]1[C:11]2[CH:12]=[CH:13][C:14]([NH:16][C:17]3[CH:18]=[CH:19][C:20]([C:21]([NH2:22])=[O:25])=[CH:23][CH:24]=3)=[CH:15][C:10]=2[C:9]2[C:4](=[N:5][CH:6]=[CH:7][CH:8]=2)[NH:3]1. The yield is 0.0600.